Task: Predict the reactants needed to synthesize the given product.. Dataset: Full USPTO retrosynthesis dataset with 1.9M reactions from patents (1976-2016) The reactants are: [Cl:1][C:2]1[CH:21]=[CH:20][CH:19]=[C:18]([Cl:22])[C:3]=1[CH2:4][C:5]1[NH:10][C:9]([CH3:11])=[C:8]([C:12]([O:14][CH2:15][CH3:16])=[O:13])[C:7](=O)[CH:6]=1.P(Cl)(Cl)([Cl:25])=O. Given the product [Cl:1][C:2]1[CH:21]=[CH:20][CH:19]=[C:18]([Cl:22])[C:3]=1[CH2:4][C:5]1[N:10]=[C:9]([CH3:11])[C:8]([C:12]([O:14][CH2:15][CH3:16])=[O:13])=[C:7]([Cl:25])[CH:6]=1, predict the reactants needed to synthesize it.